Predict the product of the given reaction. From a dataset of Forward reaction prediction with 1.9M reactions from USPTO patents (1976-2016). (1) Given the reactants [C:1]1([S:7][CH2:8][C@H:9]([NH:14][C:15]2[CH:20]=[CH:19][C:18]([S:21](=[O:24])(=[O:23])[NH2:22])=[CH:17][C:16]=2[S:25]([C:28]([F:31])([F:30])[F:29])(=[O:27])=[O:26])[CH2:10][C:11]([OH:13])=O)[CH:6]=[CH:5][CH:4]=[CH:3][CH:2]=1.[Si:32]([O:49][CH2:50][CH2:51][NH:52][CH3:53])([C:45]([CH3:48])([CH3:47])[CH3:46])([C:39]1[CH:44]=[CH:43][CH:42]=[CH:41][CH:40]=1)[C:33]1[CH:38]=[CH:37][CH:36]=[CH:35][CH:34]=1, predict the reaction product. The product is: [Si:32]([O:49][CH2:50][CH2:51][N:52]([CH3:53])[C:11](=[O:13])[CH2:10][C@@H:9]([NH:14][C:15]1[CH:20]=[CH:19][C:18]([S:21](=[O:24])(=[O:23])[NH2:22])=[CH:17][C:16]=1[S:25]([C:28]([F:29])([F:30])[F:31])(=[O:26])=[O:27])[CH2:8][S:7][C:1]1[CH:2]=[CH:3][CH:4]=[CH:5][CH:6]=1)([C:45]([CH3:47])([CH3:48])[CH3:46])([C:39]1[CH:40]=[CH:41][CH:42]=[CH:43][CH:44]=1)[C:33]1[CH:34]=[CH:35][CH:36]=[CH:37][CH:38]=1. (2) Given the reactants [F:1][C:2]([F:14])([F:13])[C:3]1[CH:8]=[CH:7][C:6](/[CH:9]=[CH:10]/[CH2:11]O)=[CH:5][CH:4]=1.[NH2:15][C:16]1[CH:32]=[CH:31][CH:30]=[CH:29][C:17]=1[O:18][C:19]1[CH:20]=[C:21]([CH:26]=[CH:27][CH:28]=1)[C:22]([O:24]C)=[O:23].C1(P(C2C=CC=CC=2)C2C=CC=CC=2)C=CC=CC=1.Cl, predict the reaction product. The product is: [F:1][C:2]([F:14])([F:13])[C:3]1[CH:8]=[CH:7][C:6](/[CH:9]=[CH:10]/[CH2:11][NH:15][C:16]2[CH:32]=[CH:31][CH:30]=[CH:29][C:17]=2[O:18][C:19]2[CH:20]=[C:21]([CH:26]=[CH:27][CH:28]=2)[C:22]([OH:24])=[O:23])=[CH:5][CH:4]=1. (3) Given the reactants [NH:1]1[C:9]2[C:4](=[CH:5][C:6]([NH:10][C:11]3[CH:20]=[CH:19][C:18]([Cl:21])=[CH:17][C:12]=3[C:13]([O:15][CH3:16])=[O:14])=[CH:7][CH:8]=2)[CH:3]=[CH:2]1.[CH3:22][C:23]([CH3:26])([O-])[CH3:24].[K+].BrCC1CC1.O, predict the reaction product. The product is: [Cl:21][C:18]1[CH:19]=[CH:20][C:11]([NH:10][C:6]2[CH:5]=[C:4]3[C:9](=[CH:8][CH:7]=2)[N:1]([CH2:22][CH:23]2[CH2:26][CH2:24]2)[CH:2]=[CH:3]3)=[C:12]([CH:17]=1)[C:13]([O:15][CH3:16])=[O:14]. (4) Given the reactants C[O:2][C:3]1[CH:8]=[CH:7][C:6]([C:9]2[N:10]=[N:11][NH:12][CH:13]=2)=[CH:5][CH:4]=1.Br.O, predict the reaction product. The product is: [NH:12]1[CH:13]=[C:9]([C:6]2[CH:5]=[CH:4][C:3]([OH:2])=[CH:8][CH:7]=2)[N:10]=[N:11]1. (5) Given the reactants [N:1]1[NH:2][C:3]([C:10]([O:12]CC)=[O:11])=[C:4]2[CH2:9][O:8][CH2:7][CH2:6][C:5]=12.[OH-].[Na+], predict the reaction product. The product is: [N:1]1[NH:2][C:3]([C:10]([OH:12])=[O:11])=[C:4]2[CH2:9][O:8][CH2:7][CH2:6][C:5]=12. (6) Given the reactants [Cl:1][C:2]1[CH:7]=[CH:6][CH:5]=[C:4]([Cl:8])[C:3]=1[CH2:9][S:10]([C:13]1[CH:14]=[C:15]2[C:19](=[CH:20][CH:21]=1)[NH:18][C:17](=[O:22])/[C:16]/2=[CH:23]\[C:24]1[NH:25][C:26]([CH3:32])=[CH:27][C:28]=1[C:29](O)=[O:30])(=[O:12])=[O:11].[CH3:33][C@@H:34]1[CH2:39][NH:38][CH2:37][C@H:36]([CH3:40])[NH:35]1.C1C=CC2N(O)N=NC=2C=1.CCN=C=NCCCN(C)C.Cl, predict the reaction product. The product is: [Cl:8][C:4]1[CH:5]=[CH:6][CH:7]=[C:2]([Cl:1])[C:3]=1[CH2:9][S:10]([C:13]1[CH:14]=[C:15]2[C:19](=[CH:20][CH:21]=1)[NH:18][C:17](=[O:22])/[C:16]/2=[CH:23]\[C:24]1[NH:25][C:26]([CH3:32])=[CH:27][C:28]=1[C:29]([N:38]1[CH2:37][C@H:36]([CH3:40])[NH:35][C@H:34]([CH3:33])[CH2:39]1)=[O:30])(=[O:11])=[O:12].